From a dataset of Reaction yield outcomes from USPTO patents with 853,638 reactions. Predict the reaction yield, written as a fraction of the theoretical maximum amount of product (1.0 means a 100% yield; for example, 0.34 means a 34% yield). (1) The reactants are [Br:1][C:2]1[CH:3]=[CH:4][C:5]([NH:17][C:18]2[CH:23]=[CH:22][CH:21]=[CH:20][CH:19]=2)=[C:6]([CH:16]=1)[NH:7][C:8](=O)[C:9]1[CH:14]=[CH:13][CH:12]=[CH:11][N:10]=1. The catalyst is C1(C)C(C)=CC=CC=1. The product is [Br:1][C:2]1[CH:3]=[CH:4][C:5]2[N:17]([C:18]3[CH:23]=[CH:22][CH:21]=[CH:20][CH:19]=3)[C:8]([C:9]3[CH:14]=[CH:13][CH:12]=[CH:11][N:10]=3)=[N:7][C:6]=2[CH:16]=1. The yield is 0.690. (2) The reactants are CN(C(ON1N=NC2C=CC=NC1=2)=[N+](C)C)C.F[P-](F)(F)(F)(F)F.[CH3:25][C:26]1[CH:32]=[CH:31][C:29]([NH2:30])=[CH:28][C:27]=1[C:33]1[CH:34]=[C:35]([N:42]2[CH2:47][CH2:46][O:45][CH2:44][CH2:43]2)[C:36]2[N:37]([CH:39]=[CH:40][N:41]=2)[CH:38]=1.[F:48][CH:49]([F:59])[C:50]1[CH:51]=[C:52]([CH:56]=[CH:57][CH:58]=1)[C:53](O)=[O:54].CCN(C(C)C)C(C)C. The catalyst is CN(C=O)C.O. The product is [F:48][CH:49]([F:59])[C:50]1[CH:51]=[C:52]([CH:56]=[CH:57][CH:58]=1)[C:53]([NH:30][C:29]1[CH:31]=[CH:32][C:26]([CH3:25])=[C:27]([C:33]2[CH:34]=[C:35]([N:42]3[CH2:47][CH2:46][O:45][CH2:44][CH2:43]3)[C:36]3[N:37]([CH:39]=[CH:40][N:41]=3)[CH:38]=2)[CH:28]=1)=[O:54]. The yield is 0.760.